Dataset: Full USPTO retrosynthesis dataset with 1.9M reactions from patents (1976-2016). Task: Predict the reactants needed to synthesize the given product. (1) The reactants are: CN(C(ON1N=NC2C=CC=CC1=2)=[N+](C)C)C.[B-](F)(F)(F)F.[CH3:23][O:24][C:25]1[CH:30]=[C:29]([CH3:31])[C:28]([S:32]([N:35]2[C:44]3[C:39](=[CH:40][CH:41]=[C:42]([CH2:45][C:46](O)=[O:47])[CH:43]=3)[CH2:38][CH2:37][CH2:36]2)(=[O:34])=[O:33])=[C:27]([CH3:49])[CH:26]=1.[CH2:50]1[C:54]2([CH2:59][CH2:58][NH:57][CH2:56][CH2:55]2)[CH2:53][CH2:52][N:51]1[C:60]([O:62][C:63]([CH3:66])([CH3:65])[CH3:64])=[O:61]. Given the product [CH3:23][O:24][C:25]1[CH:26]=[C:27]([CH3:49])[C:28]([S:32]([N:35]2[C:44]3[C:39](=[CH:40][CH:41]=[C:42]([CH2:45][C:46]([N:57]4[CH2:56][CH2:55][C:54]5([CH2:50][N:51]([C:60]([O:62][C:63]([CH3:66])([CH3:65])[CH3:64])=[O:61])[CH2:52][CH2:53]5)[CH2:59][CH2:58]4)=[O:47])[CH:43]=3)[CH2:38][CH2:37][CH2:36]2)(=[O:33])=[O:34])=[C:29]([CH3:31])[CH:30]=1, predict the reactants needed to synthesize it. (2) Given the product [CH3:15][O:16][C:17]1[CH:22]=[CH:21][CH:20]=[CH:19][C:18]=1[C:2]1[C:11]([CH2:12][S:44][C:45]2[N:53]=[CH:52][N:51]=[C:50]3[C:46]=2[NH:47][CH:48]=[N:49]3)=[CH:10][C:9]2[C:4](=[C:5]([CH3:14])[CH:6]=[CH:7][CH:8]=2)[N:3]=1, predict the reactants needed to synthesize it. The reactants are: Cl[C:2]1[C:11]([CH2:12]O)=[CH:10][C:9]2[C:4](=[C:5]([CH3:14])[CH:6]=[CH:7][CH:8]=2)[N:3]=1.[CH3:15][O:16][C:17]1[CH:22]=[CH:21][CH:20]=[CH:19][C:18]=1B(O)O.[O-]P([O-])([O-])=O.[K+].[K+].[K+].P(Br)(Br)Br.C([O-])([O-])=O.[K+].[K+].[SH:44][C:45]1[N:53]=[CH:52][N:51]=[C:50]2[C:46]=1[NH:47][CH:48]=[N:49]2. (3) The reactants are: [F:1][C:2]1[CH:7]=[CH:6][C:5]([C@H:8]2[C:13]([C:14](Cl)=[O:15])=[CH:12][N:11]([CH3:17])[C:10](=[O:18])[NH:9]2)=[CH:4][CH:3]=1.[CH3:19][C:20]1[CH:25]=[CH:24][C:23]([N:26]2[CH:30]=[C:29]([CH3:31])[CH:28]=[N:27]2)=[CH:22][C:21]=1[NH2:32].C(#N)CC.N1C=CC=CC=1. Given the product [CH3:19][C:20]1[CH:25]=[CH:24][C:23]([N:26]2[CH:30]=[C:29]([CH3:31])[CH:28]=[N:27]2)=[CH:22][C:21]=1[NH:32][C:14]([C:13]1[C@H:8]([C:5]2[CH:6]=[CH:7][C:2]([F:1])=[CH:3][CH:4]=2)[NH:9][C:10](=[O:18])[N:11]([CH3:17])[CH:12]=1)=[O:15], predict the reactants needed to synthesize it. (4) Given the product [F:1][C:2]1[CH:3]=[C:4]2[C:9](=[CH:10][CH:11]=1)[N:8]=[C:7]([C:12]1[CH:13]=[CH:14][C:15]([F:18])=[CH:16][CH:17]=1)[N:6]=[C:5]2[C:19]([N:28]1[CH2:27][CH2:26][C:25]2[C:30](=[CH:31][CH:32]=[C:33]([O:34][CH3:35])[C:24]=2[OH:23])[CH2:29]1)=[O:20], predict the reactants needed to synthesize it. The reactants are: [F:1][C:2]1[CH:3]=[C:4]2[C:9](=[CH:10][CH:11]=1)[N:8]=[C:7]([C:12]1[CH:17]=[CH:16][C:15]([F:18])=[CH:14][CH:13]=1)[N:6]=[C:5]2[C:19](O)=[O:20].Cl.[OH:23][C:24]1[C:33]([O:34][CH3:35])=[CH:32][CH:31]=[C:30]2[C:25]=1[CH2:26][CH2:27][NH:28][CH2:29]2. (5) Given the product [C:1]1([C:7]2[S:8][CH:9]=[C:10]([CH:12]3[CH2:17][CH2:16][NH:15][CH2:14][CH2:13]3)[N:11]=2)[CH:2]=[CH:3][CH:4]=[CH:5][CH:6]=1, predict the reactants needed to synthesize it. The reactants are: [C:1]1([C:7]2[S:8][CH:9]=[C:10]([CH:12]3[CH2:17][CH2:16][N:15](C(OCC4C5C=CC=CC=5C5C4=CC=CC=5)=O)[CH2:14][CH2:13]3)[N:11]=2)[CH:6]=[CH:5][CH:4]=[CH:3][CH:2]=1.CO.N1CCCCC1.